Dataset: Full USPTO retrosynthesis dataset with 1.9M reactions from patents (1976-2016). Task: Predict the reactants needed to synthesize the given product. (1) The reactants are: [I:1][C:2]1[CH:8]=[CH:7][C:5]([NH2:6])=[CH:4][CH:3]=1.[C:9](O[C:9]([O:11][C:12]([CH3:15])([CH3:14])[CH3:13])=[O:10])([O:11][C:12]([CH3:15])([CH3:14])[CH3:13])=[O:10]. Given the product [C:12]([O:11][C:9](=[O:10])[NH:6][C:5]1[CH:7]=[CH:8][C:2]([I:1])=[CH:3][CH:4]=1)([CH3:15])([CH3:14])[CH3:13], predict the reactants needed to synthesize it. (2) Given the product [C:1]([C:3]1([C:4]#[N:5])[C:6]2([CH2:11][CH2:10][N:9]([C:12]3[CH:13]=[CH:14][C:15]([N:18]4[CH2:22][C@H:21]([CH2:23][NH:24][C:25](=[O:27])[CH3:26])[O:20][C:19]4=[O:28])=[CH:16][CH:17]=3)[CH2:8][CH2:7]2)[CH2:30]1)#[N:2], predict the reactants needed to synthesize it. The reactants are: [C:1]([C:3](=[C:6]1[CH2:11][CH2:10][N:9]([C:12]2[CH:17]=[CH:16][C:15]([N:18]3[CH2:22][C@H:21]([CH2:23][NH:24][C:25](=[O:27])[CH3:26])[O:20][C:19]3=[O:28])=[CH:14][CH:13]=2)[CH2:8][CH2:7]1)[C:4]#[N:5])#[N:2].[I-].[CH3:30][S+](C)(C)=O.CC(C)([O-])C.[K+]. (3) Given the product [Si:29]([O:28][CH2:27][C:10]1([CH2:9][O:8][Si:1]([C:4]([CH3:5])([CH3:6])[CH3:7])([CH3:3])[CH3:2])[O:15][C:14]2[CH:16]=[CH:17][C:18]([N+:20]([O-:22])=[O:21])=[CH:19][C:13]=2[N:12]2[C:23](=[O:26])[N:24]([CH3:38])[N:25]=[C:11]12)([C:32]([CH3:35])([CH3:34])[CH3:33])([CH3:31])[CH3:30], predict the reactants needed to synthesize it. The reactants are: [Si:1]([O:8][CH2:9][C:10]1([CH2:27][O:28][Si:29]([C:32]([CH3:35])([CH3:34])[CH3:33])([CH3:31])[CH3:30])[O:15][C:14]2[CH:16]=[CH:17][C:18]([N+:20]([O-:22])=[O:21])=[CH:19][C:13]=2[N:12]2[C:23](=[O:26])[NH:24][N:25]=[C:11]12)([C:4]([CH3:7])([CH3:6])[CH3:5])([CH3:3])[CH3:2].IC.[C:38](=O)([O-])[O-].[Cs+].[Cs+].O. (4) Given the product [Cl:27][C:24]1[CH:23]=[CH:22][C:21]([C:11]2[N:10]=[C:9]([C:28]([NH:31][N:32]3[CH2:37][CH2:36][CH2:35][CH2:34][CH2:33]3)=[O:29])[C:8]([C:6]([O:5][C:1]([CH3:2])([CH3:4])[CH3:3])=[O:7])=[N:13][C:12]=2[C:14]2[CH:19]=[CH:18][C:17]([CH3:20])=[CH:16][CH:15]=2)=[CH:26][CH:25]=1, predict the reactants needed to synthesize it. The reactants are: [C:1]([O:5][C:6]([C:8]1[C:9]([C:28](O)=[O:29])=[N:10][C:11]([C:21]2[CH:26]=[CH:25][C:24]([Cl:27])=[CH:23][CH:22]=2)=[C:12]([C:14]2[CH:19]=[CH:18][C:17]([CH3:20])=[CH:16][CH:15]=2)[N:13]=1)=[O:7])([CH3:4])([CH3:3])[CH3:2].[NH2:31][N:32]1[CH2:37][CH2:36][CH2:35][CH2:34][CH2:33]1.C(N(CC)CC)C.F[P-](F)(F)(F)(F)F.N1(O[P+](N2CCCC2)(N2CCCC2)N2CCCC2)C2C=CC=CC=2N=N1.